Dataset: Reaction yield outcomes from USPTO patents with 853,638 reactions. Task: Predict the reaction yield, written as a fraction of the theoretical maximum amount of product (1.0 means a 100% yield; for example, 0.34 means a 34% yield). The reactants are Cl.C(O[C:7](=[O:28])[NH:8][C@H:9]1[CH2:14][CH2:13][C@H:12]([CH2:15][CH2:16][NH:17][C@H:18]2[CH2:27][CH2:26][C:21]3[N:22]=[C:23]([NH2:25])[S:24][C:20]=3[CH2:19]2)[CH2:11][CH2:10]1)(C)(C)C.C(O)(=O)[CH:30]=[CH:31][C:32]1[CH:37]=[CH:36][CH:35]=[CH:34][CH:33]=1.CCN=C=N[CH2:45][CH2:46][CH2:47]N(C)C.C1C=CC2N(O)N=NC=2C=1.CCN(C(C)C)C(C)C. The catalyst is O1CCOCC1.C1COCC1. The product is [NH2:25][C:23]1[S:24][C:20]2[CH2:19][C@@H:18]([N:17]([CH2:45][CH2:46][CH3:47])[CH2:16][CH2:15][C@H:12]3[CH2:11][CH2:10][C@H:9]([NH:8][C:7](=[O:28])[CH:30]=[CH:31][C:32]4[CH:33]=[CH:34][CH:35]=[CH:36][CH:37]=4)[CH2:14][CH2:13]3)[CH2:27][CH2:26][C:21]=2[N:22]=1. The yield is 0.800.